Dataset: Full USPTO retrosynthesis dataset with 1.9M reactions from patents (1976-2016). Task: Predict the reactants needed to synthesize the given product. (1) Given the product [S:5]([O-:9])([O-:8])(=[O:7])=[O:6].[CH:1]([NH3+:4])([CH3:3])[CH3:2].[CH:1]([NH3+:4])([CH3:3])[CH3:2], predict the reactants needed to synthesize it. The reactants are: [CH:1]([NH3+:4])([CH3:3])[CH3:2].[S:5](=[O:9])(=[O:8])([OH:7])[OH:6]. (2) Given the product [CH2:1]([C:3]1[S:28][C:6]2[N:7]([CH2:13][C:14]3[CH:19]=[CH:18][C:17]([C:20]4[C:21]([C:26]#[N:27])=[CH:22][CH:23]=[CH:24][CH:25]=4)=[CH:16][CH:15]=3)[C:8](=[O:12])[N:9]([CH2:30][C:31]([C:33]3[N:37]([CH3:38])[C:36]4[CH:39]=[CH:40][CH:41]=[CH:42][C:35]=4[N:34]=3)=[O:32])[C:10](=[O:11])[C:5]=2[CH:4]=1)[CH3:2], predict the reactants needed to synthesize it. The reactants are: [CH2:1]([C:3]1[S:28][C:6]2[N:7]([CH2:13][C:14]3[CH:19]=[CH:18][C:17]([C:20]4[C:21]([C:26]#[N:27])=[CH:22][CH:23]=[CH:24][CH:25]=4)=[CH:16][CH:15]=3)[C:8](=[O:12])[NH:9][C:10](=[O:11])[C:5]=2[CH:4]=1)[CH3:2].Br[CH2:30][C:31]([C:33]1[N:37]([CH3:38])[C:36]2[CH:39]=[CH:40][CH:41]=[CH:42][C:35]=2[N:34]=1)=[O:32].CN(C)C=O.[H-].[Na+].